Task: Predict the reaction yield, written as a fraction of the theoretical maximum amount of product (1.0 means a 100% yield; for example, 0.34 means a 34% yield).. Dataset: Reaction yield outcomes from USPTO patents with 853,638 reactions (1) The reactants are Cl[C:2]1[CH:7]=[C:6](Cl)[N:5]=[CH:4][N:3]=1.[CH:9]1[C:17]2[C:16]3[CH:18]=[CH:19][CH:20]=[CH:21][C:15]=3[O:14][C:13]=2[C:12]([C:22]2[CH:23]=[C:24](B(O)O)[CH:25]=[CH:26][CH:27]=2)=[CH:11][CH:10]=1.[C:31](=[O:34])([O-])[O-].[Na+].[Na+].CN1[CH2:43][CH2:42][CH2:41]N(C)C1=O. The catalyst is Cl[Pd](Cl)([P](C1C=CC=CC=1)(C1C=CC=CC=1)C1C=CC=CC=1)[P](C1C=CC=CC=1)(C1C=CC=CC=1)C1C=CC=CC=1.O. The product is [CH:9]1[C:17]2[C:16]3[CH:18]=[CH:19][CH:20]=[CH:21][C:15]=3[O:14][C:13]=2[C:12]([C:22]2[CH:23]=[C:24]([C:2]3[CH:7]=[C:6]([C:42]4[CH:43]=[CH:21][CH:15]=[C:16]([C:17]5[C:13]6[O:34][C:31]7[CH:24]=[CH:25][CH:26]=[CH:27][C:22]=7[C:12]=6[CH:11]=[CH:10][CH:9]=5)[CH:41]=4)[N:5]=[CH:4][N:3]=3)[CH:25]=[CH:26][CH:27]=2)=[CH:11][CH:10]=1. The yield is 0.520. (2) The reactants are Cl[C:2]1[CH:7]=[N:6][CH:5]=[C:4]([O:8][C:9]2[C:18]3[C:13](=[C:14]([NH:19][C:20](=[O:22])[CH3:21])[CH:15]=[CH:16][CH:17]=3)[CH:12]=[CH:11][CH:10]=2)[N:3]=1.[NH2:23][C:24]1[CH:32]=[C:31]2[C:27]([CH2:28][O:29][C:30]2=[O:33])=[CH:26][CH:25]=1. No catalyst specified. The product is [O:33]=[C:30]1[C:31]2[C:27](=[CH:26][CH:25]=[C:24]([NH:23][C:2]3[N:3]=[C:4]([O:8][C:9]4[CH:10]=[CH:11][CH:12]=[C:13]5[C:18]=4[CH:17]=[CH:16][CH:15]=[C:14]5[NH:19][C:20](=[O:22])[CH3:21])[CH:5]=[N:6][CH:7]=3)[CH:32]=2)[CH2:28][O:29]1. The yield is 0.0400. (3) The reactants are [CH3:1][O:2][CH2:3][CH2:4][O:5][CH2:6][C:7]([C:10]1[CH:15]=[CH:14][C:13]([N+:16]([O-])=O)=[CH:12][CH:11]=1)([CH3:9])[CH3:8]. The catalyst is CO.[Ni]. The product is [CH3:1][O:2][CH2:3][CH2:4][O:5][CH2:6][C:7]([C:10]1[CH:15]=[CH:14][C:13]([NH2:16])=[CH:12][CH:11]=1)([CH3:9])[CH3:8]. The yield is 0.770. (4) The reactants are [Br:1][C:2]1[CH:10]=[C:9]2[C:5]([C:6](=O)[C:7](=[O:11])[NH:8]2)=[CH:4][C:3]=1[N+:13]([O-:15])=[O:14].[CH:16]1[CH:21]=[C:20]2[C:22](/[C:24](/[NH:36][C:19]2=[CH:18][CH:17]=1)=C1\C2C=CC(Br)=CC=2NC\1=O)=[O:23]. No catalyst specified. The product is [CH:16]1[CH:21]=[C:20]2[C:22](/[C:24](/[NH:36][C:19]2=[CH:18][CH:17]=1)=[C:6]1\[C:5]2[C:9]([NH:8][C:7]\1=[O:11])=[CH:10][C:2]([Br:1])=[C:3]([N+:13]([O-:15])=[O:14])[CH:4]=2)=[O:23]. The yield is 0.410. (5) The reactants are Br[C:2]1[C:7](=[O:8])[N:6]([CH2:9][C:10]2[CH:15]=[CH:14][C:13]([C:16]3[C:17]([C:22]#[N:23])=[CH:18][CH:19]=[CH:20][CH:21]=3)=[CH:12][CH:11]=2)[C:5]([CH2:24][CH2:25][CH2:26][CH3:27])=[N:4][C:3]=1[CH2:28][CH3:29].[CH3:30][CH:31]1[CH2:35][C:34]2[CH:36]=[C:37](B(O)O)[CH:38]=[CH:39][C:33]=2[O:32]1.C(=O)([O-])[O-].[Cs+].[Cs+]. The catalyst is O1CCOCC1.C(OCC)(=O)C.C1C=CC(P(C2C=CC=CC=2)[C-]2C=CC=C2)=CC=1.C1C=CC(P(C2C=CC=CC=2)[C-]2C=CC=C2)=CC=1.Cl[Pd]Cl.[Fe+2]. The product is [CH2:24]([C:5]1[N:6]([CH2:9][C:10]2[CH:15]=[CH:14][C:13]([C:16]3[C:17]([C:22]#[N:23])=[CH:18][CH:19]=[CH:20][CH:21]=3)=[CH:12][CH:11]=2)[C:7](=[O:8])[C:2]([C:37]2[CH:38]=[CH:39][C:33]3[O:32][CH:31]([CH3:30])[CH2:35][C:34]=3[CH:36]=2)=[C:3]([CH2:28][CH3:29])[N:4]=1)[CH2:25][CH2:26][CH3:27]. The yield is 0.820. (6) The reactants are [C:1]([C:5]1[CH:6]=[C:7]([NH2:20])[N:8]([C:10]2[CH:11]=[C:12]3[C:17](=[CH:18][CH:19]=2)[N:16]=[CH:15][CH:14]=[CH:13]3)[N:9]=1)([CH3:4])([CH3:3])[CH3:2].C[Si]([N-][Si](C)(C)C)(C)C.[Li+].Cl[C:32]([O:34][C:35]([CH3:37])=[CH2:36])=[O:33].Cl. The catalyst is C1COCC1. The product is [C:1]([C:5]1[CH:6]=[C:7]([NH:20][C:32](=[O:33])[O:34][C:35]([CH3:37])=[CH2:36])[N:8]([C:10]2[CH:11]=[C:12]3[C:17](=[CH:18][CH:19]=2)[N:16]=[CH:15][CH:14]=[CH:13]3)[N:9]=1)([CH3:4])([CH3:2])[CH3:3]. The yield is 0.380.